Predict the reaction yield, written as a fraction of the theoretical maximum amount of product (1.0 means a 100% yield; for example, 0.34 means a 34% yield). From a dataset of Reaction yield outcomes from USPTO patents with 853,638 reactions. (1) The reactants are [Cl:1][C:2]1[C:3]2[S:10][CH:9]=[CH:8][C:4]=2[N:5]=[CH:6][N:7]=1.[Br:11][C:12]1[CH:13]=[C:14]([CH:16]=[CH:17][CH:18]=1)[NH2:15]. The catalyst is COCCO. The product is [ClH:1].[Br:11][C:12]1[CH:13]=[C:14]([CH:16]=[CH:17][CH:18]=1)[NH:15][C:2]1[C:3]2[S:10][CH:9]=[CH:8][C:4]=2[N:5]=[CH:6][N:7]=1. The yield is 0.720. (2) The reactants are [CH3:1][O:2][C:3]([C:5]1[CH:6]=[C:7]([Cl:24])[CH:8]=[C:9]2[C:14]=1[NH:13][CH:12]([C:15]1[CH:20]=[CH:19][CH:18]=[C:17](Br)[CH:16]=1)[C:11]([CH3:23])([CH3:22])[CH2:10]2)=[O:4].[C:25]([C:29]1[CH:34]=[CH:33][C:32](B(O)O)=[CH:31][CH:30]=1)([CH3:28])([CH3:27])[CH3:26].C(=O)([O-])[O-].[Na+].[Na+]. The catalyst is O1CCOCC1.O.C(OCC)(=O)C.C1C=CC([P]([Pd]([P](C2C=CC=CC=2)(C2C=CC=CC=2)C2C=CC=CC=2)([P](C2C=CC=CC=2)(C2C=CC=CC=2)C2C=CC=CC=2)[P](C2C=CC=CC=2)(C2C=CC=CC=2)C2C=CC=CC=2)(C2C=CC=CC=2)C2C=CC=CC=2)=CC=1. The product is [CH3:1][O:2][C:3]([C:5]1[CH:6]=[C:7]([Cl:24])[CH:8]=[C:9]2[C:14]=1[NH:13][CH:12]([C:15]1[CH:16]=[C:17]([C:32]3[CH:33]=[CH:34][C:29]([C:25]([CH3:28])([CH3:27])[CH3:26])=[CH:30][CH:31]=3)[CH:18]=[CH:19][CH:20]=1)[C:11]([CH3:23])([CH3:22])[CH2:10]2)=[O:4]. The yield is 0.800.